The task is: Predict the product of the given reaction.. This data is from Forward reaction prediction with 1.9M reactions from USPTO patents (1976-2016). (1) Given the reactants [Br:1][C:2]1[CH:7]=[CH:6][C:5]([CH2:8][OH:9])=[C:4]([CH3:10])[CH:3]=1.[S:11](Cl)([CH3:14])(=[O:13])=[O:12].[NH4+].[Cl-], predict the reaction product. The product is: [Br:1][C:2]1[CH:7]=[CH:6][C:5]([CH2:8][O:9][S:11]([CH3:14])(=[O:13])=[O:12])=[C:4]([CH3:10])[CH:3]=1. (2) Given the reactants CN1CCOCC1.[C:8]([C:10]1[CH:11]=[C:12]([C:16]2[CH2:20][CH2:19][CH2:18][C:17]=2[C:21]([OH:23])=O)[CH:13]=[CH:14][CH:15]=1)#[N:9].[NH2:24][C:25]1[CH:30]=[CH:29][C:28]([N:31]2[CH2:36][CH2:35][CH2:34][CH2:33][C:32]2=[O:37])=[CH:27][CH:26]=1.Cl.CN(C)CCCN=C=NCC.O.OC1C2N=NNC=2C=CC=1, predict the reaction product. The product is: [O:37]=[C:32]1[CH2:33][CH2:34][CH2:35][CH2:36][N:31]1[C:28]1[CH:27]=[CH:26][C:25]([NH:24][C:21]([C:17]2[CH2:18][CH2:19][CH2:20][C:16]=2[C:12]2[CH:13]=[CH:14][CH:15]=[C:10]([C:8]#[N:9])[CH:11]=2)=[O:23])=[CH:30][CH:29]=1. (3) Given the reactants [Cl:1][C:2]1[CH:3]=[CH:4][C:5]2[S:9][C:8](=[O:10])[NH:7][C:6]=2[CH:11]=1.C(=O)([O-])[O-].[K+].[K+].[CH2:18](I)[CH:19]=[CH2:20], predict the reaction product. The product is: [Cl:1][C:2]1[CH:3]=[CH:4][C:5]2[S:9][C:8](=[O:10])[N:7]([CH2:20][CH:19]=[CH2:18])[C:6]=2[CH:11]=1. (4) Given the reactants [CH:1]1[C:10]2[CH:9]=[CH:8][CH:7]=[C:6]([C:11]([OH:13])=[O:12])[C:5]=2[CH:4]=[CH:3][N:2]=1.S(=O)(=O)(O)O.[CH3:19]O, predict the reaction product. The product is: [CH:1]1[C:10]2[CH:9]=[CH:8][CH:7]=[C:6]([C:11]([O:13][CH3:19])=[O:12])[C:5]=2[CH:4]=[CH:3][N:2]=1.